This data is from Peptide-MHC class I binding affinity with 185,985 pairs from IEDB/IMGT. The task is: Regression. Given a peptide amino acid sequence and an MHC pseudo amino acid sequence, predict their binding affinity value. This is MHC class I binding data. (1) The peptide sequence is WQGDTGITY. The MHC is HLA-B15:01 with pseudo-sequence HLA-B15:01. The binding affinity (normalized) is 0.308. (2) The peptide sequence is VIKLVKSLV. The MHC is HLA-A68:02 with pseudo-sequence HLA-A68:02. The binding affinity (normalized) is 0.403. (3) The peptide sequence is DYPDDFMDK. The MHC is HLA-A30:01 with pseudo-sequence HLA-A30:01. The binding affinity (normalized) is 0.144. (4) The peptide sequence is AVVLASLIYR. The MHC is HLA-A11:01 with pseudo-sequence HLA-A11:01. The binding affinity (normalized) is 0.884. (5) The peptide sequence is TPKYKFVRI. The MHC is HLA-B35:01 with pseudo-sequence HLA-B35:01. The binding affinity (normalized) is 0.